From a dataset of Full USPTO retrosynthesis dataset with 1.9M reactions from patents (1976-2016). Predict the reactants needed to synthesize the given product. (1) The reactants are: [F:1][C:2]1[C:11]2[C:6](=[CH:7][CH:8]=[CH:9][CH:10]=2)[C:5]([C:12]([OH:14])=O)=[CH:4][CH:3]=1.C(Cl)(=O)C(Cl)=O.Cl.[F:22][C:23]1[CH:28]=[CH:27][C:26]([CH:29]([OH:43])[CH:30]([NH2:42])[CH2:31][C:32]2[CH:37]=[CH:36][C:35]([C:38]([F:41])([F:40])[F:39])=[CH:34][CH:33]=2)=[CH:25][CH:24]=1.C(=O)([O-])O.[Na+]. Given the product [F:1][C:2]1[C:11]2[C:6](=[CH:7][CH:8]=[CH:9][CH:10]=2)[C:5]([C:12]([NH:42][CH:30]([CH2:31][C:32]2[CH:37]=[CH:36][C:35]([C:38]([F:41])([F:39])[F:40])=[CH:34][CH:33]=2)[CH:29]([C:26]2[CH:27]=[CH:28][C:23]([F:22])=[CH:24][CH:25]=2)[OH:43])=[O:14])=[CH:4][CH:3]=1, predict the reactants needed to synthesize it. (2) The reactants are: [C:1]([CH:3]1[CH2:8][CH2:7][N:6]([C:9]([O:11][C:12]([CH3:15])([CH3:14])[CH3:13])=[O:10])[CH2:5][CH:4]1[OH:16])#[N:2].C(C1C(O)CCN(C(OC(C)(C)C)=O)C1)#N.O.[SH2:34].[Na].[Cl-].[NH4+]. Given the product [OH:16][CH:4]1[CH:3]([C:1](=[S:34])[NH2:2])[CH2:8][CH2:7][N:6]([C:9]([O:11][C:12]([CH3:13])([CH3:15])[CH3:14])=[O:10])[CH2:5]1, predict the reactants needed to synthesize it. (3) The reactants are: Cl[C:2]1[C:11]2[C:6](=[CH:7][N:8]=[C:9](F)[CH:10]=2)[N:5]=[CH:4][C:3]=1[C:13]#[N:14].[F:15][C:16]([F:26])([F:25])[O:17][C:18]1[CH:19]=[C:20]([CH:22]=[CH:23][CH:24]=1)[NH2:21].[NH2:27][CH2:28][C:29]1[CH:30]=[N:31][CH:32]=[CH:33][CH:34]=1. Given the product [N:31]1[CH:32]=[CH:33][CH:34]=[C:29]([CH2:28][NH:27][C:9]2[CH:10]=[C:11]3[C:6](=[CH:7][N:8]=2)[N:5]=[CH:4][C:3]([C:13]#[N:14])=[C:2]3[NH:21][C:20]2[CH:22]=[CH:23][CH:24]=[C:18]([O:17][C:16]([F:25])([F:26])[F:15])[CH:19]=2)[CH:30]=1, predict the reactants needed to synthesize it. (4) Given the product [CH3:30][C:29]1[C:24]([CH2:23][N:12]([CH2:11][C:6]2[CH:5]=[CH:4][C:3]([CH2:2][NH:1][C:39](=[O:40])[CH:38]([C:32]3[CH:37]=[CH:36][CH:35]=[CH:34][CH:33]=3)[CH2:42][CH3:43])=[CH:8][C:7]=2[CH2:9][OH:10])[CH:13]2[C:22]3[N:21]=[CH:20][CH:19]=[CH:18][C:17]=3[CH2:16][CH2:15][CH2:14]2)=[N:25][CH:26]=[C:27]([CH3:31])[CH:28]=1, predict the reactants needed to synthesize it. The reactants are: [NH2:1][CH2:2][C:3]1[CH:4]=[CH:5][C:6]([CH2:11][N:12]([CH2:23][C:24]2[C:29]([CH3:30])=[CH:28][C:27]([CH3:31])=[CH:26][N:25]=2)[CH:13]2[C:22]3[N:21]=[CH:20][CH:19]=[CH:18][C:17]=3[CH2:16][CH2:15][CH2:14]2)=[C:7]([CH2:9][OH:10])[CH:8]=1.[C:32]1([C@H:38]([CH2:42][CH3:43])[C:39](O)=[O:40])[CH:37]=[CH:36][CH:35]=[CH:34][CH:33]=1.CCN=C=NCCCN(C)C.C1C=CC2N(O)N=NC=2C=1.CCN(C(C)C)C(C)C. (5) Given the product [CH:2]([C:3]1[S:11][C:10]2[CH2:9][CH2:8][N:7]([C:12]([O:14][C:15]([CH3:18])([CH3:17])[CH3:16])=[O:13])[CH2:6][C:5]=2[CH:4]=1)=[O:1], predict the reactants needed to synthesize it. The reactants are: [OH:1][CH2:2][C:3]1[S:11][C:10]2[CH2:9][CH2:8][N:7]([C:12]([O:14][C:15]([CH3:18])([CH3:17])[CH3:16])=[O:13])[CH2:6][C:5]=2[CH:4]=1.C(=O)([O-])O.[Na+].CC1(C)N([O])C(C)(C)CCC1.[O-]Cl.[Na+]. (6) Given the product [CH:1]1([N:6]2[C:14]3[CH:13]=[CH:12][NH:11][C:10](=[O:15])[C:9]=3[C:8]([C:16]3[CH:17]=[C:18]([C:21]([NH2:26])=[O:22])[S:19][CH:20]=3)=[N:7]2)[CH2:2][CH2:3][CH2:4][CH2:5]1, predict the reactants needed to synthesize it. The reactants are: [CH:1]1([N:6]2[C:14]3[CH:13]=[CH:12][NH:11][C:10](=[O:15])[C:9]=3[C:8]([C:16]3[CH:17]=[C:18]([C:21](O)=[O:22])[S:19][CH:20]=3)=[N:7]2)[CH2:5][CH2:4][CH2:3][CH2:2]1.CC[N:26]=C=NCCCN(C)C.Cl.C(N(CC)CC)C.O.